This data is from Reaction yield outcomes from USPTO patents with 853,638 reactions. The task is: Predict the reaction yield, written as a fraction of the theoretical maximum amount of product (1.0 means a 100% yield; for example, 0.34 means a 34% yield). (1) The reactants are [Br:1][C:2]1[C:6]2=[C:7]3[C:12](=[CH:13][CH:14]=[C:5]2[S:4][C:3]=1[CH2:15][OH:16])[N:11]=[CH:10][CH:9]=[CH:8]3. The catalyst is ClCCl.[O-2].[O-2].[Mn+4]. The product is [Br:1][C:2]1[C:6]2=[C:7]3[C:12](=[CH:13][CH:14]=[C:5]2[S:4][C:3]=1[CH:15]=[O:16])[N:11]=[CH:10][CH:9]=[CH:8]3. The yield is 0.580. (2) The reactants are F[C:2]1[C:9]([CH3:10])=[CH:8][CH:7]=[CH:6][C:3]=1[C:4]#[N:5].[N:11]1[NH:12][N:13]=[CH:14][CH:15]=1.C(=O)([O-])[O-].[K+].[K+]. The catalyst is CN(C=O)C.O. The product is [CH3:10][C:9]1[C:2]([N:12]2[N:13]=[CH:14][CH:15]=[N:11]2)=[C:3]([CH:6]=[CH:7][CH:8]=1)[C:4]#[N:5]. The yield is 0.260. (3) The reactants are CN1CCOCC1.[CH:8]1([NH2:12])[CH2:11][CH2:10][CH2:9]1.ON1C2C=CC=CC=2N=N1.Cl.CN(C)CCCN=C=NCC.[Cl:35][C:36]1[C:41]([Cl:42])=[CH:40][CH:39]=[CH:38][C:37]=1[NH:43][C:44]1[CH:52]=[C:51]([C:53]([F:56])([F:55])[F:54])[C:47]([C:48](O)=[O:49])=[CH:46][N:45]=1. The catalyst is CN(C)C=O. The product is [Cl:35][C:36]1[C:41]([Cl:42])=[CH:40][CH:39]=[CH:38][C:37]=1[NH:43][C:44]1[CH:52]=[C:51]([C:53]([F:55])([F:56])[F:54])[C:47]([C:48]([NH:12][CH:8]2[CH2:11][CH2:10][CH2:9]2)=[O:49])=[CH:46][N:45]=1. The yield is 0.810. (4) The reactants are Cl[C:2]1[N:7]=[N:6][C:5]([N:8]2[CH2:13][CH2:12][N:11]([C:14]([C:16]3[CH:21]=[CH:20][CH:19]=[CH:18][C:17]=3[C:22]([F:25])([F:24])[F:23])=[O:15])[CH2:10][CH2:9]2)=[CH:4][CH:3]=1.C[C:27]([N:29](C)C)=O. The catalyst is C1C=CC(/C=C/C(/C=C/C2C=CC=CC=2)=O)=CC=1.C1C=CC(/C=C/C(/C=C/C2C=CC=CC=2)=O)=CC=1.C1C=CC(/C=C/C(/C=C/C2C=CC=CC=2)=O)=CC=1.[Pd].[Pd].C1(P(C2C=CC=CC=2)[C-]2C=CC=C2)C=CC=CC=1.[C-]1(P(C2C=CC=CC=2)C2C=CC=CC=2)C=CC=C1.[Fe+2].[Zn].[C-]#N.[C-]#N.[Zn+2]. The product is [F:23][C:22]([F:25])([F:24])[C:17]1[CH:18]=[CH:19][CH:20]=[CH:21][C:16]=1[C:14]([N:11]1[CH2:12][CH2:13][N:8]([C:5]2[N:6]=[N:7][C:2]([C:27]#[N:29])=[CH:3][CH:4]=2)[CH2:9][CH2:10]1)=[O:15]. The yield is 0.590. (5) The reactants are [C:1]([C:6]1[CH:15]=[CH:14][C:9]([C:10]([O:12]C)=[O:11])=[CH:8][CH:7]=1)(=[O:5])[CH2:2][CH2:3][CH3:4].[OH-].[Na+]. The catalyst is O1CCCC1.CO. The product is [C:1]([C:6]1[CH:15]=[CH:14][C:9]([C:10]([OH:12])=[O:11])=[CH:8][CH:7]=1)(=[O:5])[CH2:2][CH2:3][CH3:4]. The yield is 0.650. (6) The reactants are [CH2:1]([O:8][C:9]1[CH:14]=[CH:13][N:12]=[C:11](Cl)[CH:10]=1)[C:2]1[CH:7]=[CH:6][CH:5]=[CH:4][CH:3]=1.C1(P(C2CCCCC2)C2C=CC=CC=2C2C(CCC)=CC(CCC)=CC=2CCC)CCCCC1.[Li+].C[Si]([N-:55][Si](C)(C)C)(C)C. The catalyst is C1COCC1.C1C=CC(/C=C/C(/C=C/C2C=CC=CC=2)=O)=CC=1.C1C=CC(/C=C/C(/C=C/C2C=CC=CC=2)=O)=CC=1.C1C=CC(/C=C/C(/C=C/C2C=CC=CC=2)=O)=CC=1.[Pd].[Pd]. The product is [CH2:1]([O:8][C:9]1[CH:14]=[CH:13][N:12]=[C:11]([NH2:55])[CH:10]=1)[C:2]1[CH:7]=[CH:6][CH:5]=[CH:4][CH:3]=1. The yield is 0.960. (7) The reactants are C([O:8][C:9]1[C:14]([C:15]([CH3:18])([CH3:17])[CH3:16])=[CH:13][CH:12]=[CH:11][C:10]=1[C:19]([C:21]1[CH:22]=[C:23]([C:27]2[CH:32]=[CH:31][CH:30]=[CH:29][C:28]=2[O:33][CH3:34])[CH:24]=[CH:25][CH:26]=1)=[CH2:20])C1C=CC=CC=1. The catalyst is CO.C(OCC)(=O)C.[Pd]. The product is [C:15]([C:14]1[CH:13]=[CH:12][CH:11]=[C:10]([CH:19]([C:21]2[CH:22]=[C:23]([C:27]3[CH:32]=[CH:31][CH:30]=[CH:29][C:28]=3[O:33][CH3:34])[CH:24]=[CH:25][CH:26]=2)[CH3:20])[C:9]=1[OH:8])([CH3:16])([CH3:17])[CH3:18]. The yield is 0.590.